This data is from Catalyst prediction with 721,799 reactions and 888 catalyst types from USPTO. The task is: Predict which catalyst facilitates the given reaction. (1) Reactant: Br[C:2]1[CH:3]=[C:4]2[C:8](=[CH:9][CH:10]=1)[N:7]([CH:11]1[CH2:16][CH2:15][CH2:14][CH2:13][O:12]1)[N:6]=[CH:5]2.C([O-])([O-])=O.[K+].[K+].[C:23]1(C)C=CC=C[CH:24]=1. Product: [O:12]1[CH2:13][CH2:14][CH2:15][CH2:16][CH:11]1[N:7]1[C:8]2[C:4](=[CH:3][C:2]([CH:23]=[CH2:24])=[CH:10][CH:9]=2)[CH:5]=[N:6]1. The catalyst class is: 257. (2) Reactant: [F:1][C:2]1[CH:3]=[C:4]2[C:8](=[C:9]([I:11])[CH:10]=1)[N:7](C(OC(C)(C)C)=O)[CH2:6][CH2:5]2.[OH-].[Na+]. Product: [F:1][C:2]1[CH:3]=[C:4]2[C:8](=[C:9]([I:11])[CH:10]=1)[NH:7][CH2:6][CH2:5]2. The catalyst class is: 89. (3) Reactant: [NH2:1][CH:2]1[CH2:7][CH2:6][CH:5]([C:8]#[N:9])[CH2:4][CH2:3]1.CN(C(ON1N=NC2C=CC=CC1=2)=[N+](C)C)C.F[P-](F)(F)(F)(F)F.C(N(CC)C(C)C)(C)C.[Br:43][C:44]1[N:49]=[CH:48][C:47]2[C:50]([C:56](O)=[O:57])=[CH:51][N:52]([CH:53]([CH3:55])[CH3:54])[C:46]=2[CH:45]=1. Product: [Br:43][C:44]1[N:49]=[CH:48][C:47]2[C:50]([C:56]([NH:1][CH:2]3[CH2:7][CH2:6][CH:5]([C:8]#[N:9])[CH2:4][CH2:3]3)=[O:57])=[CH:51][N:52]([CH:53]([CH3:54])[CH3:55])[C:46]=2[CH:45]=1. The catalyst class is: 145. (4) Reactant: Br[CH2:2][C:3]([C:5]1[CH:12]=[CH:11][C:8]([C:9]#[N:10])=[CH:7][CH:6]=1)=[O:4].[NH:13]1[CH2:16][CH:15]([C:17]([O:19][C:20]([CH3:23])([CH3:22])[CH3:21])=[O:18])[CH2:14]1. Product: [C:9]([C:8]1[CH:11]=[CH:12][C:5]([C:3](=[O:4])[CH2:2][N:13]2[CH2:14][CH:15]([C:17]([O:19][C:20]([CH3:23])([CH3:22])[CH3:21])=[O:18])[CH2:16]2)=[CH:6][CH:7]=1)#[N:10]. The catalyst class is: 11. (5) Reactant: F[C:2]1[CH:11]=[C:10]([C:12]2[N:17]=[C:16]3[N:18]([CH2:21][C:22]4[CH:23]=[C:24]5[C:29](=[CH:30][CH:31]=4)[N:28]=[CH:27][CH:26]=[CH:25]5)[N:19]=[N:20][C:15]3=[CH:14][CH:13]=2)[CH:9]=[CH:8][C:3]=1[C:4]([NH:6][CH3:7])=O.C(=O)([O-])[O-].[K+].[K+].O1CCOCC1. Product: [NH:6]1[C:7]2[C:2](=[CH:11][C:10]([C:12]3[N:17]=[C:16]4[N:18]([CH2:21][C:22]5[CH:23]=[C:24]6[C:29](=[CH:30][CH:31]=5)[N:28]=[CH:27][CH:26]=[CH:25]6)[N:19]=[N:20][C:15]4=[CH:14][CH:13]=3)=[CH:9][CH:8]=2)[CH:3]=[CH:4]1. The catalyst class is: 103. (6) Reactant: C[O:2][C:3]1[CH:11]=[CH:10][CH:9]=[C:8]2[C:4]=1[CH2:5][CH2:6]/[C:7]/2=[CH:12]\[C:13]([O:15][CH2:16][CH3:17])=[O:14].C([O-])=O.[NH4+]. Product: [OH:2][C:3]1[CH:11]=[CH:10][CH:9]=[C:8]2[C:4]=1[CH2:5][CH2:6][CH:7]2[CH2:12][C:13]([O:15][CH2:16][CH3:17])=[O:14]. The catalyst class is: 14. (7) Reactant: [C-:1]#[N:2].[K+].[NH:4]1[CH2:9][CH2:8][O:7][CH2:6][CH2:5]1.[O:10]1[C:14]2([CH2:19][CH2:18][CH:17]([CH:20]=O)[CH2:16][CH2:15]2)[O:13][CH2:12][CH2:11]1.C(OCC)(=O)C. Product: [O:7]1[CH2:8][CH2:9][N:4]([CH:20]([CH:17]2[CH2:16][CH2:15][C:14]3([O:10][CH2:11][CH2:12][O:13]3)[CH2:19][CH2:18]2)[C:1]#[N:2])[CH2:5][CH2:6]1. The catalyst class is: 40.